Dataset: Forward reaction prediction with 1.9M reactions from USPTO patents (1976-2016). Task: Predict the product of the given reaction. (1) Given the reactants Cl[C:2]1[C:7]([I:8])=[C:6]([Cl:9])[CH:5]=[CH:4][N:3]=1.O.[NH2:11][NH2:12], predict the reaction product. The product is: [Cl:9][C:6]1[CH:5]=[CH:4][N:3]=[C:2]([NH:11][NH2:12])[C:7]=1[I:8]. (2) Given the reactants [CH2:1]([O:8][C:9]([N:11]1[CH2:15][C@H:14]([O:16][S:17]([C:20]2[CH:25]=[CH:24][C:23]([CH3:26])=[CH:22][CH:21]=2)(=[O:19])=[O:18])[CH2:13][C@H:12]1[CH2:27][OH:28])=[O:10])[C:2]1[CH:7]=[CH:6][CH:5]=[CH:4][CH:3]=1.C(N(CC)CC)C.[Si:36](Cl)([C:39]([CH3:42])([CH3:41])[CH3:40])([CH3:38])[CH3:37], predict the reaction product. The product is: [CH2:1]([O:8][C:9]([N:11]1[CH2:15][C@H:14]([O:16][S:17]([C:20]2[CH:21]=[CH:22][C:23]([CH3:26])=[CH:24][CH:25]=2)(=[O:19])=[O:18])[CH2:13][C@H:12]1[CH2:27][O:28][Si:36]([C:39]([CH3:42])([CH3:41])[CH3:40])([CH3:38])[CH3:37])=[O:10])[C:2]1[CH:3]=[CH:4][CH:5]=[CH:6][CH:7]=1.